This data is from Catalyst prediction with 721,799 reactions and 888 catalyst types from USPTO. The task is: Predict which catalyst facilitates the given reaction. Reactant: [C:1]1([CH2:7][CH2:8][CH2:9][CH2:10][N:11]2[CH2:15][CH2:14][CH:13]([S:16][C:17]3[CH:22]=[CH:21][C:20]([OH:23])=[CH:19][CH:18]=3)[CH2:12]2)[CH:6]=[CH:5][CH:4]=[CH:3][CH:2]=1.[OH:24]OS([O-])=O.[K+].[ClH:30].CCOCC. Product: [ClH:30].[C:1]1([CH2:7][CH2:8][CH2:9][CH2:10][N:11]2[CH2:15][CH2:14][CH:13]([S:16]([C:17]3[CH:18]=[CH:19][C:20]([OH:23])=[CH:21][CH:22]=3)=[O:24])[CH2:12]2)[CH:6]=[CH:5][CH:4]=[CH:3][CH:2]=1. The catalyst class is: 5.